Dataset: Full USPTO retrosynthesis dataset with 1.9M reactions from patents (1976-2016). Task: Predict the reactants needed to synthesize the given product. (1) Given the product [C:22]([C:26]1[CH:27]=[CH:28][C:29]([CH2:30][NH:31][C:1]([NH:6][C:7]2[C:8]3[C:13](=[C:12]([OH:17])[CH:11]=[CH:10][CH:9]=3)[CH:14]=[CH:15][CH:16]=2)=[O:4])=[CH:32][CH:33]=1)([CH3:25])([CH3:23])[CH3:24], predict the reactants needed to synthesize it. The reactants are: [C:1](=[O:4])([O-])O.[Na+].[NH2:6][C:7]1[CH:16]=[CH:15][CH:14]=[C:13]2[C:8]=1[CH:9]=[CH:10][CH:11]=[C:12]2[OH:17].C(Cl)(Cl)=O.[C:22]([C:26]1[CH:33]=[CH:32][C:29]([CH2:30][NH2:31])=[CH:28][CH:27]=1)([CH3:25])([CH3:24])[CH3:23]. (2) Given the product [NH2:22][C:17]1[CH:18]=[CH:19][CH:20]=[CH:21][C:16]=1[S:13]([NH:12][C:5]1[CH:6]=[CH:7][CH:8]=[C:9]2[C:4]=1[N:3]=[C:2]([CH3:1])[CH:11]=[CH:10]2)(=[O:15])=[O:14], predict the reactants needed to synthesize it. The reactants are: [CH3:1][C:2]1[CH:11]=[CH:10][C:9]2[C:4](=[C:5]([NH:12][S:13]([C:16]3[CH:21]=[CH:20][CH:19]=[CH:18][C:17]=3[N+:22]([O-])=O)(=[O:15])=[O:14])[CH:6]=[CH:7][CH:8]=2)[N:3]=1.O.O.[Sn](Cl)Cl.